This data is from Merck oncology drug combination screen with 23,052 pairs across 39 cell lines. The task is: Regression. Given two drug SMILES strings and cell line genomic features, predict the synergy score measuring deviation from expected non-interaction effect. (1) Drug 1: CN(C)C(=N)N=C(N)N. Drug 2: O=C(CCCCCCC(=O)Nc1ccccc1)NO. Cell line: A375. Synergy scores: synergy=3.35. (2) Drug 1: Cc1nc(Nc2ncc(C(=O)Nc3c(C)cccc3Cl)s2)cc(N2CCN(CCO)CC2)n1. Drug 2: Cn1c(=O)n(-c2ccc(C(C)(C)C#N)cc2)c2c3cc(-c4cnc5ccccc5c4)ccc3ncc21. Cell line: A427. Synergy scores: synergy=73.6.